Dataset: Catalyst prediction with 721,799 reactions and 888 catalyst types from USPTO. Task: Predict which catalyst facilitates the given reaction. (1) Reactant: [C:1]1([C:7]2([C:17]3[CH:22]=[CH:21][CH:20]=[CH:19][CH:18]=3)[C:15]3[C:10](=[CH:11][CH:12]=[CH:13][CH:14]=3)[C:9](=[O:16])[CH2:8]2)[CH:6]=[CH:5][CH:4]=[CH:3][CH:2]=1.[H-].[K+].Br[CH2:26][C:27]#[N:28].O. Product: [C:27]([CH2:26][CH:8]1[C:7]([C:1]2[CH:2]=[CH:3][CH:4]=[CH:5][CH:6]=2)([C:17]2[CH:18]=[CH:19][CH:20]=[CH:21][CH:22]=2)[C:15]2[C:10](=[CH:11][CH:12]=[CH:13][CH:14]=2)[C:9]1=[O:16])#[N:28]. The catalyst class is: 7. (2) Reactant: [N+]([O-])([O-])=O.[CH2:5]([P+:7]([CH2:11][CH3:12])([CH2:9][CH3:10])[CH3:8])[CH3:6].[F:13][B-:14]([F:17])([F:16])[F:15].[K+]. Product: [F:13][B-:14]([F:17])([F:16])[F:15].[CH2:5]([P+:7]([CH2:11][CH3:12])([CH2:9][CH3:10])[CH3:8])[CH3:6]. The catalyst class is: 10.